From a dataset of Full USPTO retrosynthesis dataset with 1.9M reactions from patents (1976-2016). Predict the reactants needed to synthesize the given product. (1) Given the product [CH3:1][O:2][C:3]1[CH:8]=[C:7]([O:9][CH3:10])[CH:6]=[CH:5][C:4]=1[CH:24]1[CH:23]=[C:22]([CH3:25])[CH:21]=[CH:20][N:19]1[CH3:18], predict the reactants needed to synthesize it. The reactants are: [CH3:1][O:2][C:3]1[CH:8]=[C:7]([O:9][CH3:10])[CH:6]=[CH:5][C:4]=1Br.C([Li])CCC.[I-].[CH3:18][N+:19]1[CH:24]=[CH:23][C:22]([CH3:25])=[CH:21][CH:20]=1. (2) Given the product [NH2:45][C:42]1[CH:43]=[CH:44][C:39]([C:38]([N:16]2[CH2:15][C@H:14]([NH:13][C:11](=[O:12])[C@@H:10]([N:2]([CH3:1])[C:3](=[O:9])[O:4][C:5]([CH3:6])([CH3:8])[CH3:7])[CH3:49])[C:20](=[O:21])[N:19]([CH2:22][C:23]3[C:32]4[C:27](=[CH:28][CH:29]=[CH:30][CH:31]=4)[CH:26]=[CH:25][C:24]=3[CH3:33])[C:18]3[CH:34]=[CH:35][CH:36]=[CH:37][C:17]2=3)=[O:48])=[CH:40][CH:41]=1, predict the reactants needed to synthesize it. The reactants are: [CH3:1][N:2]([C@@H:10]([CH3:49])[C:11]([NH:13][C@@H:14]1[C:20](=[O:21])[N:19]([CH2:22][C:23]2[C:32]3[C:27](=[CH:28][CH:29]=[CH:30][CH:31]=3)[CH:26]=[CH:25][C:24]=2[CH3:33])[C:18]2[CH:34]=[CH:35][CH:36]=[CH:37][C:17]=2[N:16]([C:38](=[O:48])[C:39]2[CH:44]=[CH:43][C:42]([N+:45]([O-])=O)=[CH:41][CH:40]=2)[CH2:15]1)=[O:12])[C:3](=[O:9])[O:4][C:5]([CH3:8])([CH3:7])[CH3:6].O.O.[Sn](Cl)Cl. (3) Given the product [C:1]([O:5][C:6](=[O:48])[N:7]([CH2:8][CH2:9][C:10]1[CH:15]=[CH:14][C:13]([NH2:16])=[CH:12][CH:11]=1)[CH2:19][C@@H:20]([C:29]1[CH:38]=[CH:37][C:36]([O:39][CH2:40][C:41]2[CH:42]=[CH:43][CH:44]=[CH:45][CH:46]=2)=[C:35]2[C:30]=1[CH:31]=[CH:32][C:33](=[O:47])[NH:34]2)[O:21][Si:22]([C:25]([CH3:28])([CH3:27])[CH3:26])([CH3:23])[CH3:24])([CH3:2])([CH3:3])[CH3:4], predict the reactants needed to synthesize it. The reactants are: [C:1]([O:5][C:6](=[O:48])[N:7]([CH2:19][C@@H:20]([C:29]1[CH:38]=[CH:37][C:36]([O:39][CH2:40][C:41]2[CH:46]=[CH:45][CH:44]=[CH:43][CH:42]=2)=[C:35]2[C:30]=1[CH:31]=[CH:32][C:33](=[O:47])[NH:34]2)[O:21][Si:22]([C:25]([CH3:28])([CH3:27])[CH3:26])([CH3:24])[CH3:23])[CH2:8][CH2:9][C:10]1[CH:15]=[CH:14][C:13]([N+:16]([O-])=O)=[CH:12][CH:11]=1)([CH3:4])([CH3:3])[CH3:2].C(OC(=O)N(CCC1C=CC=C(N)C=1)C[C@@H](C1C=CC(OCC2C=CC=CC=2)=C2C=1C=CC(=O)N2)O[Si](C(C)(C)C)(C)C)(C)(C)C. (4) Given the product [ClH:22].[NH2:8][C:9]1[C:14]([C:15]([OH:17])=[O:16])=[C:13]([O:18][CH3:19])[C:12]([O:20][CH3:21])=[CH:11][CH:10]=1, predict the reactants needed to synthesize it. The reactants are: C(OC([NH:8][C:9]1[C:14]([C:15]([OH:17])=[O:16])=[C:13]([O:18][CH3:19])[C:12]([O:20][CH3:21])=[CH:11][CH:10]=1)=O)(C)(C)C.[ClH:22].O1CCOCC1.